This data is from Forward reaction prediction with 1.9M reactions from USPTO patents (1976-2016). The task is: Predict the product of the given reaction. (1) Given the reactants C([O:5][C:6]([CH:8]1[CH2:12][CH2:11][CH2:10][N:9]1[C:13](=[O:32])[CH:14]([NH:16][C:17](=[O:31])[C:18]1[CH:23]=[C:22]([Cl:24])[C:21]([NH:25][C:26](=[O:28])[CH3:27])=[CH:20][C:19]=1[O:29][CH3:30])[CH3:15])=[O:7])(C)(C)C.C(O)(C(F)(F)F)=O.C(Cl)Cl, predict the reaction product. The product is: [C:26]([NH:25][C:21]1[C:22]([Cl:24])=[CH:23][C:18]([C:17]([NH:16][CH:14]([CH3:15])[C:13]([N:9]2[CH2:10][CH2:11][CH2:12][CH:8]2[C:6]([OH:7])=[O:5])=[O:32])=[O:31])=[C:19]([O:29][CH3:30])[CH:20]=1)(=[O:28])[CH3:27]. (2) Given the reactants [Cl:1][C:2]1[N:3]=[CH:4][C:5]2[S:10][CH:9]=[C:8]([C:11]([OH:13])=O)[C:6]=2[N:7]=1.[CH3:14][N:15]1[C:19]2[CH:20]=[CH:21][CH:22]=[C:23]([NH2:24])[C:18]=2[N:17]=[CH:16]1.CCN(C(C)C)C(C)C, predict the reaction product. The product is: [CH3:14][N:15]1[C:19]2[CH:20]=[CH:21][CH:22]=[C:23]([NH:24][C:11]([C:8]3[C:6]4[N:7]=[C:2]([Cl:1])[N:3]=[CH:4][C:5]=4[S:10][CH:9]=3)=[O:13])[C:18]=2[N:17]=[CH:16]1. (3) The product is: [CH3:1][C:2]1[CH:3]=[C:4]([CH:26]=[CH:27][C:28]=1[O:29][CH2:31][C:32]1[CH:36]=[C:35]([CH3:37])[O:34][N:33]=1)[NH:5][C:6]1[C:15]2[C:10](=[CH:11][C:12]([O:24][CH3:25])=[CH:13][C:14]=2[O:16][CH:17]2[CH2:22][CH2:21][N:20]([CH3:23])[CH2:19][CH2:18]2)[N:9]=[CH:8][N:7]=1. Given the reactants [CH3:1][C:2]1[CH:3]=[C:4]([CH:26]=[CH:27][C:28]=1[OH:29])[NH:5][C:6]1[C:15]2[C:10](=[CH:11][C:12]([O:24][CH3:25])=[CH:13][C:14]=2[O:16][CH:17]2[CH2:22][CH2:21][N:20]([CH3:23])[CH2:19][CH2:18]2)[N:9]=[CH:8][N:7]=1.Cl[CH2:31][C:32]1[CH:36]=[C:35]([CH3:37])[O:34][N:33]=1, predict the reaction product. (4) Given the reactants [CH3:1][O:2][C:3](=[O:23])[CH2:4][CH2:5][CH2:6][CH:7]1[CH2:12][CH2:11][N:10]([CH2:13][CH2:14]OCC2C=CC=CC=2)[CH2:9][CH2:8]1.[CH3:24][O:25][C:26](=O)[CH2:27][CH2:28][CH2:29][CH:30]1[CH2:35][CH2:34]NCC1, predict the reaction product. The product is: [CH3:1][O:2][C:3](=[O:23])[CH2:4][CH2:5][CH2:6][CH:7]1[CH2:8][CH2:9][N:10]([CH2:13][CH2:14][CH2:24][O:25][CH2:26][C:27]2[CH:28]=[CH:29][CH:30]=[CH:35][CH:34]=2)[CH2:11][CH2:12]1. (5) Given the reactants [C:1]([OH:6])(=O)[C@@H:2]([CH3:4])[OH:3].O.ON1C2C=CC=CC=2N=N1.Cl.C(N=C=NCCCN(C)C)C.C(N(CC)CC)C.[CH2:37]([N:41]1[C:49]([N:50]2[CH2:55][CH2:54][NH:53][CH2:52][CH2:51]2)=[N:48][C:47]2[C:42]1=[N:43][C:44]([C:62]1[CH:63]=[N:64][C:65]([NH2:68])=[N:66][CH:67]=1)=[N:45][C:46]=2[N:56]1[CH2:61][CH2:60][O:59][CH2:58][CH2:57]1)[CH:38]([CH3:40])[CH3:39], predict the reaction product. The product is: [NH2:68][C:65]1[N:64]=[CH:63][C:62]([C:44]2[N:43]=[C:42]3[C:47]([N:48]=[C:49]([N:50]4[CH2:51][CH2:52][N:53]([C:1](=[O:6])[C@H:2]([OH:3])[CH3:4])[CH2:54][CH2:55]4)[N:41]3[CH2:37][CH:38]([CH3:40])[CH3:39])=[C:46]([N:56]3[CH2:61][CH2:60][O:59][CH2:58][CH2:57]3)[N:45]=2)=[CH:67][N:66]=1. (6) Given the reactants C(OC(=O)[NH:7][C@@:8]([CH2:41][CH3:42])([CH2:36][O:37]COC)[CH2:9][CH2:10][C:11]1[CH:16]=[CH:15][C:14]([O:17][CH2:18][CH2:19][CH2:20][C:21]2[CH:26]=[CH:25][CH:24]=[C:23]([O:27][C:28]([F:31])([F:30])[F:29])[CH:22]=2)=[C:13]([C:32]([F:35])([F:34])[F:33])[CH:12]=1)(C)(C)C.[ClH:44], predict the reaction product. The product is: [ClH:44].[NH2:7][C@:8]([CH2:41][CH3:42])([CH2:9][CH2:10][C:11]1[CH:16]=[CH:15][C:14]([O:17][CH2:18][CH2:19][CH2:20][C:21]2[CH:26]=[CH:25][CH:24]=[C:23]([O:27][C:28]([F:29])([F:30])[F:31])[CH:22]=2)=[C:13]([C:32]([F:33])([F:34])[F:35])[CH:12]=1)[CH2:36][OH:37].